Predict the product of the given reaction. From a dataset of Forward reaction prediction with 1.9M reactions from USPTO patents (1976-2016). (1) Given the reactants [CH3:1][O:2][C:3]1[CH:8]=[CH:7][CH:6]=[CH:5][C:4]=1[N:9]1[CH2:14][CH2:13][NH:12][CH2:11][CH2:10]1.[Cl:15][C:16]1[CH:21]=[CH:20][CH:19]=[CH:18][C:17]=1[C:22]1[C:23]([CH:28]=O)=[CH:24][CH:25]=[CH:26][CH:27]=1.[BH-](OC(C)=O)(OC(C)=O)OC(C)=O.[Na+].C1(C2C=CC=CC=2)C=CC=CC=1CN1CCN(C2C=CC=CC=2)CC1, predict the reaction product. The product is: [Cl:15][C:16]1[CH:21]=[CH:20][CH:19]=[CH:18][C:17]=1[C:22]1[CH:27]=[CH:26][CH:25]=[CH:24][C:23]=1[CH2:28][N:12]1[CH2:13][CH2:14][N:9]([C:4]2[CH:5]=[CH:6][CH:7]=[CH:8][C:3]=2[O:2][CH3:1])[CH2:10][CH2:11]1. (2) The product is: [C:28]([O:27][C:25]([NH:24][C:21]1[CH:20]=[CH:19][C:18]([C:16]2[O:15][N:14]=[C:13]([C:10]3[CH:11]=[CH:12][C:7]([CH2:6][CH:5]([NH:33][C:34]([NH:36][C:37]4[NH:38][N:39]=[C:40]([C:42]5[CH:47]=[CH:46][C:45]([F:48])=[CH:44][CH:43]=5)[CH:41]=4)=[O:35])[C:4]([OH:49])=[O:3])=[CH:8][C:9]=3[F:32])[N:17]=2)=[CH:23][CH:22]=1)=[O:26])([CH3:31])([CH3:29])[CH3:30]. Given the reactants C([O:3][C:4](=[O:49])[CH:5]([NH:33][C:34]([NH:36][C:37]1[NH:38][N:39]=[C:40]([C:42]2[CH:47]=[CH:46][C:45]([F:48])=[CH:44][CH:43]=2)[CH:41]=1)=[O:35])[CH2:6][C:7]1[CH:12]=[CH:11][C:10]([C:13]2[N:17]=[C:16]([C:18]3[CH:23]=[CH:22][C:21]([NH:24][C:25]([O:27][C:28]([CH3:31])([CH3:30])[CH3:29])=[O:26])=[CH:20][CH:19]=3)[O:15][N:14]=2)=[C:9]([F:32])[CH:8]=1)C.ClC(OC(=O)OC(Cl)(Cl)Cl)(Cl)Cl.C(OC(C(N)CC1C=CC(C2N=C(C3C=CC(NC(=O)OC(C)(C)C)=CC=3)ON=2)=C(F)C=1)=O)C.FC1C=CC(C2C=C(N)NN=2)=CC=1, predict the reaction product.